This data is from Full USPTO retrosynthesis dataset with 1.9M reactions from patents (1976-2016). The task is: Predict the reactants needed to synthesize the given product. (1) The reactants are: [CH:1]1([CH:4]([C:11]2[CH:16]=[C:15]([O:17][CH2:18][C:19]3[CH:24]=[CH:23][C:22]([C:25]4[CH:30]=[C:29]([O:31][CH3:32])[CH:28]=[CH:27][C:26]=4[F:33])=[C:21]([CH2:34][C:35]([CH3:38])([CH3:37])[CH3:36])[N:20]=3)[N:14]=[CH:13][N:12]=2)[CH2:5][C:6]([O:8]CC)=[O:7])[CH2:3][CH2:2]1.[OH-].[Na+].Cl. Given the product [CH:1]1([CH:4]([C:11]2[CH:16]=[C:15]([O:17][CH2:18][C:19]3[CH:24]=[CH:23][C:22]([C:25]4[CH:30]=[C:29]([O:31][CH3:32])[CH:28]=[CH:27][C:26]=4[F:33])=[C:21]([CH2:34][C:35]([CH3:38])([CH3:37])[CH3:36])[N:20]=3)[N:14]=[CH:13][N:12]=2)[CH2:5][C:6]([OH:8])=[O:7])[CH2:2][CH2:3]1, predict the reactants needed to synthesize it. (2) Given the product [CH3:18][C:16]([S@:19]([NH:21][C@@H:22]1[C:31]2[C:26](=[C:27]([O:32][CH2:33][C:34]([F:35])([F:36])[F:37])[CH:28]=[CH:29][CH:30]=2)[CH2:25][CH2:24][CH2:23]1)=[O:20])([CH3:15])[CH3:17], predict the reactants needed to synthesize it. The reactants are: CCC(C)[BH-](C(C)CC)C(C)CC.[Li+].[CH3:15][C:16]([S@:19](/[N:21]=[C:22]1/[CH2:23][CH2:24][CH2:25][C:26]2[C:31]/1=[CH:30][CH:29]=[CH:28][C:27]=2[O:32][CH2:33][C:34]([F:37])([F:36])[F:35])=[O:20])([CH3:18])[CH3:17].CO. (3) Given the product [NH:1]1[C:5]2[CH:6]=[CH:7][CH:8]=[CH:9][C:4]=2[N:3]=[C:2]1[C:10]1[CH:11]=[C:12]([N:17]2[C:18](=[O:19])[C:20]3[C:21](=[CH:22][C:23]([C:26]4[CH:31]=[CH:30][C:29]([C:32]([F:35])([F:33])[F:34])=[CH:28][CH:27]=4)=[CH:24][CH:25]=3)[N:36]=[CH:37]2)[CH:13]=[CH:14][C:15]=1[Cl:16], predict the reactants needed to synthesize it. The reactants are: [NH:1]1[C:5]2[CH:6]=[CH:7][CH:8]=[CH:9][C:4]=2[N:3]=[C:2]1[C:10]1[CH:11]=[C:12]([NH:17][C:18]([C:20]2[CH:25]=[CH:24][C:23]([C:26]3[CH:31]=[CH:30][C:29]([C:32]([F:35])([F:34])[F:33])=[CH:28][CH:27]=3)=[CH:22][C:21]=2[NH2:36])=[O:19])[CH:13]=[CH:14][C:15]=1[Cl:16].[CH:37](OCC)(OCC)OCC.